Dataset: Full USPTO retrosynthesis dataset with 1.9M reactions from patents (1976-2016). Task: Predict the reactants needed to synthesize the given product. (1) Given the product [CH3:12][C:13]1([CH3:15])[CH2:2][CH2:3][CH2:4][C:5]2([CH3:27])[C:6]1=[CH:7][CH2:8][CH2:9][C:10]2=[O:25], predict the reactants needed to synthesize it. The reactants are: C1(O)[C:10]2[C:5](=[CH:6][CH:7]=[CH:8][CH:9]=2)[CH:4]=[CH:3][CH:2]=1.[CH3:12][C:13]([CH3:15])=O.OS(O)(=O)=O.O=[Cr](=O)=O.[OH-:25].[Na+].[CH3:27]C(C)=O. (2) Given the product [Br:8][C:9]1[C:17]2[S:16][C:15]([C:18]([OH:20])=[O:19])=[CH:14][C:13]=2[C:12]([F:23])=[CH:11][CH:10]=1, predict the reactants needed to synthesize it. The reactants are: [OH-].[Na+].C1COCC1.[Br:8][C:9]1[C:17]2[S:16][C:15]([C:18]([O:20]CC)=[O:19])=[CH:14][C:13]=2[C:12]([F:23])=[CH:11][CH:10]=1.Cl. (3) Given the product [Cl:1][C:2]1[CH:3]=[C:4]([N:10]2[CH:22]([CH:23]3[CH2:27][CH2:26][CH2:25][CH2:24]3)[CH:21]3[C:12]([C:13]4[CH:14]=[CH:15][C:16]([C:28]([NH:33][CH3:32])=[O:29])=[N:17][C:18]=4[CH2:19][CH2:20]3)=[N:11]2)[CH:5]=[CH:6][C:7]=1[C:8]#[N:9], predict the reactants needed to synthesize it. The reactants are: [Cl:1][C:2]1[CH:3]=[C:4]([N:10]2[CH:22]([CH:23]3[CH2:27][CH2:26][CH2:25][CH2:24]3)[CH:21]3[C:12]([C:13]4[CH:14]=[CH:15][C:16]([C:28](OC)=[O:29])=[N:17][C:18]=4[CH2:19][CH2:20]3)=[N:11]2)[CH:5]=[CH:6][C:7]=1[C:8]#[N:9].[CH3:32][NH2:33]. (4) Given the product [CH2:45]([NH:19][C:17](=[O:18])[CH2:16][CH2:15][N:13]1[CH2:14][CH:8]([CH2:1][C:2]2[CH:7]=[CH:6][CH:5]=[CH:4][CH:3]=2)[C:9](=[O:37])[N:10]([S:27]([C:30]2[CH:35]=[CH:34][C:33]([Cl:36])=[CH:32][CH:31]=2)(=[O:28])=[O:29])[CH2:11][C:12]1=[O:26])[C:46]1[CH:51]=[CH:50][CH:49]=[CH:48][CH:47]=1, predict the reactants needed to synthesize it. The reactants are: [CH2:1]([CH:8]1[CH2:14][N:13]([CH2:15][CH2:16][C:17]([NH:19]C2C=CC=CC=2)=[O:18])[C:12](=[O:26])[CH2:11][N:10]([S:27]([C:30]2[CH:35]=[CH:34][C:33]([Cl:36])=[CH:32][CH:31]=2)(=[O:29])=[O:28])[C:9]1=[O:37])[C:2]1[CH:7]=[CH:6][CH:5]=[CH:4][CH:3]=1.NC1C=CC=CC=1.[CH2:45](N)[C:46]1[CH:51]=[CH:50][CH:49]=[CH:48][CH:47]=1. (5) Given the product [Cl:6][C:7]1[CH:14]=[CH:13][CH:12]=[CH:11][C:8]=1[CH:9]=[CH:2][C:1]([OH:4])=[O:3], predict the reactants needed to synthesize it. The reactants are: [C:1]([O-:4])(=[O:3])[CH3:2].[K+].[Cl:6][C:7]1[CH:14]=[CH:13][CH:12]=[CH:11][C:8]=1[CH:9]=O.C(OC(=O)C)(=O)C.[OH-].[Na+]. (6) Given the product [O:1]1[CH2:6][CH2:5][O:4][C:3]2[CH:7]=[C:8]([C:11]3[C:12]([CH3:29])=[C:13]([CH:26]=[CH:27][CH:28]=3)[CH2:14][O:15][C:16]3[C:23]([CH3:24])=[CH:22][C:19]([CH:20]=[O:21])=[C:18]([CH:17]=3)[O:25][CH2:31][CH2:32][CH2:33][CH2:34][C:35]#[N:36])[CH:9]=[CH:10][C:2]1=2, predict the reactants needed to synthesize it. The reactants are: [O:1]1[CH2:6][CH2:5][O:4][C:3]2[CH:7]=[C:8]([C:11]3[C:12]([CH3:29])=[C:13]([CH:26]=[CH:27][CH:28]=3)[CH2:14][O:15][C:16]3[C:23]([CH3:24])=[CH:22][C:19]([CH:20]=[O:21])=[C:18]([OH:25])[CH:17]=3)[CH:9]=[CH:10][C:2]1=2.Cl[CH2:31][CH2:32][CH2:33][CH2:34][C:35]#[N:36].C(=O)([O-])[O-].[Cs+].[Cs+].O.